From a dataset of Full USPTO retrosynthesis dataset with 1.9M reactions from patents (1976-2016). Predict the reactants needed to synthesize the given product. (1) Given the product [Cl:1][C:2]1[CH:3]=[C:4]([C:20]2[CH:25]=[CH:24][CH:23]=[CH:22][CH:21]=2)[CH:5]=[CH:6][C:7]=1[CH2:8][N:9]1[C:13]2[CH:14]=[C:15]([O:18][CH2:34][C:35]3[CH:44]=[CH:43][CH:42]=[CH:41][C:36]=3[C:37]([O:39][CH3:40])=[O:38])[CH:16]=[CH:17][C:12]=2[N:11]=[C:10]1[CH3:19], predict the reactants needed to synthesize it. The reactants are: [Cl:1][C:2]1[CH:3]=[C:4]([C:20]2[CH:25]=[CH:24][CH:23]=[CH:22][CH:21]=2)[CH:5]=[CH:6][C:7]=1[CH2:8][N:9]1[C:13]2[CH:14]=[C:15]([OH:18])[CH:16]=[CH:17][C:12]=2[N:11]=[C:10]1[CH3:19].O1CCCC1.[H-].[Na+].Br[CH2:34][C:35]1[CH:44]=[CH:43][CH:42]=[CH:41][C:36]=1[C:37]([O:39][CH3:40])=[O:38]. (2) Given the product [N:9]1([C:2]2[N:7]=[C:6]([OH:8])[CH:5]=[CH:4][CH:3]=2)[CH2:14][CH2:13][O:12][CH2:11][CH2:10]1, predict the reactants needed to synthesize it. The reactants are: Cl[C:2]1[N:7]=[C:6]([OH:8])[CH:5]=[CH:4][CH:3]=1.[NH:9]1[CH2:14][CH2:13][O:12][CH2:11][CH2:10]1. (3) The reactants are: [NH2:1][C:2]1[CH:3]=[N:4][CH:5]=[C:6]([Br:8])[CH:7]=1.N1C=CC=CC=1.[Cl:15][CH2:16][CH2:17][CH2:18][S:19](Cl)(=[O:21])=[O:20].C([O-])(O)=O.[Na+]. Given the product [Br:8][C:6]1[CH:7]=[C:2]([NH:1][S:19]([CH2:18][CH2:17][CH2:16][Cl:15])(=[O:21])=[O:20])[CH:3]=[N:4][CH:5]=1, predict the reactants needed to synthesize it.